From a dataset of Catalyst prediction with 721,799 reactions and 888 catalyst types from USPTO. Predict which catalyst facilitates the given reaction. (1) Reactant: [CH3:1][C@:2]12[CH2:19][CH2:18][C@H:17]3[C@@H:7]([CH2:8][CH2:9][C@@H:10]4[C@:15]3([CH3:16])[CH2:14][CH2:13][C@H:12](O)[CH2:11]4)[C@@H:6]1[CH2:5][CH2:4][CH2:3]2.C1C=CC(P(C2C=CC=CC=2)C2C=CC=CC=2)=CC=1.CC(OC(/N=N/C(OC(C)C)=O)=O)C.P([N:70]=[N+:71]=[N-:72])(OC1C=CC=CC=1)(OC1C=CC=CC=1)=O. Product: [N:70]([C@@H:12]1[CH2:11][CH2:10][C@@:15]2([CH3:16])[C@@H:14]([CH2:9][CH2:8][C@@H:7]3[C@@H:17]2[CH2:18][CH2:19][C@@:2]2([CH3:1])[C@H:6]3[CH2:5][CH2:4][CH2:3]2)[CH2:13]1)=[N+:71]=[N-:72]. The catalyst class is: 1. (2) Reactant: [C:1]([NH:4][C:5]1[C:19]([N+:20]([O-])=O)=[CH:18][CH:17]=[CH:16][C:6]=1[O:7][CH2:8][CH2:9][CH2:10][C:11]([O:13][CH2:14][CH3:15])=[O:12])(=O)[CH3:2].Br[CH2:24][C:25]1[CH:30]=[CH:29][C:28]([O:31][CH2:32][CH2:33][CH2:34][CH2:35][CH3:36])=[CH:27][C:26]=1[Cl:37].C(=O)([O-])[O-].[K+].[K+]. Product: [Cl:37][C:26]1[CH:27]=[C:28]([O:31][CH2:32][CH2:33][CH2:34][CH2:35][CH3:36])[CH:29]=[CH:30][C:25]=1[CH2:24][N:4]1[C:5]2[C:6]([O:7][CH2:8][CH2:9][CH2:10][C:11]([O:13][CH2:14][CH3:15])=[O:12])=[CH:16][CH:17]=[CH:18][C:19]=2[N:20]=[C:1]1[CH3:2]. The catalyst class is: 9. (3) Reactant: [NH2:1][C:2]1[CH:10]=[CH:9][CH:8]=[C:7]2[C:3]=1[CH:4]=[CH:5][N:6]2[C:11]([C:18]1[CH:23]=[CH:22][C:21]([Cl:24])=[CH:20][CH:19]=1)([CH2:16][CH3:17])[C:12]([O:14][CH3:15])=[O:13].[CH3:25][C:26](=O)[CH2:27][CH2:28][C:29](=O)[CH3:30].CC1C=CC(S(O)(=O)=O)=CC=1. Product: [Cl:24][C:21]1[CH:20]=[CH:19][C:18]([C:11]([N:6]2[C:7]3[C:3](=[C:2]([N:1]4[C:29]([CH3:30])=[CH:28][CH:27]=[C:26]4[CH3:25])[CH:10]=[CH:9][CH:8]=3)[CH:4]=[CH:5]2)([CH2:16][CH3:17])[C:12]([O:14][CH3:15])=[O:13])=[CH:23][CH:22]=1. The catalyst class is: 11.